This data is from Peptide-MHC class II binding affinity with 134,281 pairs from IEDB. The task is: Regression. Given a peptide amino acid sequence and an MHC pseudo amino acid sequence, predict their binding affinity value. This is MHC class II binding data. (1) The binding affinity (normalized) is 0.179. The peptide sequence is EKDVTDITVKNCVLK. The MHC is HLA-DQA10102-DQB10502 with pseudo-sequence HLA-DQA10102-DQB10502. (2) The peptide sequence is AFILDGDNMFPKV. The MHC is DRB1_0401 with pseudo-sequence DRB1_0401. The binding affinity (normalized) is 0.656. (3) The peptide sequence is AVKPAAEEVKVIPAG. The MHC is HLA-DQA10102-DQB10602 with pseudo-sequence HLA-DQA10102-DQB10602. The binding affinity (normalized) is 0.346. (4) The peptide sequence is CRSCTLPPLRYMGED. The MHC is DRB4_0101 with pseudo-sequence DRB4_0103. The binding affinity (normalized) is 0.425. (5) The peptide sequence is RRHGVRIRVRSGGHD. The MHC is DRB1_0901 with pseudo-sequence DRB1_0901. The binding affinity (normalized) is 0.291. (6) The peptide sequence is DKYRTFVATFGAASNKAFAE. The MHC is HLA-DQA10301-DQB10302 with pseudo-sequence HLA-DQA10301-DQB10302. The binding affinity (normalized) is 0.485. (7) The peptide sequence is DCSEYPKPDCTAEDR. The MHC is DRB4_0101 with pseudo-sequence DRB4_0103. The binding affinity (normalized) is 0.0880.